Dataset: CYP2D6 inhibition data for predicting drug metabolism from PubChem BioAssay. Task: Regression/Classification. Given a drug SMILES string, predict its absorption, distribution, metabolism, or excretion properties. Task type varies by dataset: regression for continuous measurements (e.g., permeability, clearance, half-life) or binary classification for categorical outcomes (e.g., BBB penetration, CYP inhibition). Dataset: cyp2d6_veith. (1) The drug is Nc1cc(-c2nn[nH]n2)ccc1F. The result is 0 (non-inhibitor). (2) The compound is Cc1cc(C(=O)N[C@@H](c2ccccc2)[C@]2(C)C[C@H]2[C@@H](C)C(=O)Nc2ccc3ccccc3c2)no1. The result is 0 (non-inhibitor). (3) The compound is O=c1[nH][nH]c(C(F)(F)F)c1C=Nc1ccccc1. The result is 0 (non-inhibitor). (4) The drug is N#Cc1cccc(NC(=O)N2CC3(CCN(C(=O)c4cccc(F)c4)CC3)C2)c1. The result is 0 (non-inhibitor). (5) The compound is Cc1cc(C)n(-c2cc(N3CCN(C(=O)c4cccc(Br)c4)CC3)ccc2[N+](=O)[O-])n1. The result is 0 (non-inhibitor). (6) The drug is CC(=O)c1ccc(NC(=O)Cn2nc(C)cc2C)cc1. The result is 0 (non-inhibitor). (7) The compound is Cc1sc2nc(SCc3nc(-c4cccs4)no3)n(-c3ccccc3)c(=O)c2c1C. The result is 0 (non-inhibitor). (8) The compound is O=C(COc1ccc2ccccc2c1)NNC(=O)Cc1cccc2ccccc12. The result is 0 (non-inhibitor).